Task: Regression. Given a peptide amino acid sequence and an MHC pseudo amino acid sequence, predict their binding affinity value. This is MHC class II binding data.. Dataset: Peptide-MHC class II binding affinity with 134,281 pairs from IEDB (1) The peptide sequence is IGSFFYFPSIGMQRT. The MHC is HLA-DQA10201-DQB10202 with pseudo-sequence HLA-DQA10201-DQB10202. The binding affinity (normalized) is 0.178. (2) The peptide sequence is MSMASSSSSSLLAMA. The MHC is DRB1_1001 with pseudo-sequence DRB1_1001. The binding affinity (normalized) is 0.396. (3) The peptide sequence is IPAGELQIIDKIDAA. The MHC is DRB1_0405 with pseudo-sequence DRB1_0405. The binding affinity (normalized) is 0.364.